This data is from Forward reaction prediction with 1.9M reactions from USPTO patents (1976-2016). The task is: Predict the product of the given reaction. The product is: [CH:17]1[C:18]2[NH:19][C:20]3[C:25](=[CH:24][CH:23]=[CH:22][CH:21]=3)[S:26][C:27]=2[CH:28]=[CH:29][C:16]=1[C:14]1[N:11]=[C:9]([CH2:8][OH:7])[S:10][CH:13]=1. Given the reactants C(C([O:7][CH2:8][C:9]([NH2:11])=[S:10])=O)(C)(C)C.Br[CH2:13][C:14]([C:16]1[CH:29]=[CH:28][C:27]2[S:26][C:25]3[C:20](=[CH:21][CH:22]=[CH:23][CH:24]=3)[N:19](C(=O)CCl)[C:18]=2[CH:17]=1)=O.BrCC(C1C=C(C(C)(C)C)C(O)=C(C(C)(C)C)C=1)=O, predict the reaction product.